Dataset: Full USPTO retrosynthesis dataset with 1.9M reactions from patents (1976-2016). Task: Predict the reactants needed to synthesize the given product. (1) Given the product [F:45][C:42]1[CH:41]=[CH:40][C:39]([C:32]([C:29]2[CH:30]=[CH:31][C:26]([F:25])=[CH:27][CH:28]=2)=[C:33]2[CH2:38][CH2:37][N:36]([C:21](=[O:22])[CH2:20][N:3]3[CH2:4][CH2:5][CH2:6][C:7]([C:14]4[CH:19]=[CH:18][CH:17]=[CH:16][CH:15]=4)([C:8]4[CH:13]=[CH:12][CH:11]=[CH:10][CH:9]=4)[C:2]3=[O:1])[CH2:35][CH2:34]2)=[CH:44][CH:43]=1, predict the reactants needed to synthesize it. The reactants are: [O:1]=[C:2]1[C:7]([C:14]2[CH:19]=[CH:18][CH:17]=[CH:16][CH:15]=2)([C:8]2[CH:13]=[CH:12][CH:11]=[CH:10][CH:9]=2)[CH2:6][CH2:5][CH2:4][N:3]1[CH2:20][C:21](O)=[O:22].Cl.[F:25][C:26]1[CH:31]=[CH:30][C:29]([C:32]([C:39]2[CH:44]=[CH:43][C:42]([F:45])=[CH:41][CH:40]=2)=[C:33]2[CH2:38][CH2:37][NH:36][CH2:35][CH2:34]2)=[CH:28][CH:27]=1.F[P-](F)(F)(F)(F)F.N1(OC(N(C)C)=[N+](C)C)C2N=CC=CC=2N=N1.C(N(C(C)C)CC)(C)C. (2) The reactants are: Cl.[Br:2][C:3]1[CH:8]=[CH:7][C:6]([F:9])=[CH:5][C:4]=1[NH:10][NH2:11].BrC1C=CC(F)=CC=1N.C(Cl)Cl.[OH-].[Na+]. Given the product [Br:2][C:3]1[CH:8]=[CH:7][C:6]([F:9])=[CH:5][C:4]=1[NH:10][NH2:11], predict the reactants needed to synthesize it.